From a dataset of Full USPTO retrosynthesis dataset with 1.9M reactions from patents (1976-2016). Predict the reactants needed to synthesize the given product. (1) Given the product [CH3:1][C:2]1[C:7]([O:8][CH3:9])=[CH:6][CH:5]=[CH:4][C:3]=1[N:10]1[C:14](=[O:15])[N:13]([CH3:16])[N:12]=[N:11]1, predict the reactants needed to synthesize it. The reactants are: [CH3:1][C:2]1[C:7]([O:8][CH3:9])=[CH:6][CH:5]=[CH:4][C:3]=1[N:10]1[C:14](=[O:15])[NH:13][N:12]=[N:11]1.[CH3:16]N(C)C=O.[H-].[Na+].CI. (2) Given the product [CH3:14][O:15][C:16]1[CH:21]=[C:20]([O:22][CH3:23])[CH:19]=[CH:18][C:17]=1[CH2:24][N:25]([CH2:11][C:7]1[N:6]([C:2]2[S:1][CH:5]=[N:4][N:3]=2)[CH:10]=[CH:9][CH:8]=1)[CH2:31][C:32]1[N:6]([C:2]2[S:1][CH:5]=[N:4][N:3]=2)[CH:7]=[CH:26][CH:27]=1, predict the reactants needed to synthesize it. The reactants are: [S:1]1[CH:5]=[N:4][N:3]=[C:2]1[N:6]1[CH:10]=[CH:9][CH:8]=[C:7]1[CH:11]=O.Cl.[CH3:14][O:15][C:16]1[CH:21]=[C:20]([O:22][CH3:23])[CH:19]=[CH:18][C:17]=1[CH2:24][NH2:25].[C:26](O)(=O)[CH3:27].F[C:31](F)(F)[C:32]([O-])=O. (3) Given the product [CH2:28]([C:19]1[C:20]([O:26][CH3:27])=[C:21]([O:24][CH3:25])[CH:22]=[C:23]2[C:18]=1[CH:17]=[C:16]([C:29]([OH:31])=[O:30])[CH:15]=[C:14]2[O:13][CH3:12])[CH3:3], predict the reactants needed to synthesize it. The reactants are: [Li]N1C(C)(C)CCC[C:3]1(C)C.[CH3:12][O:13][C:14]1[C:23]2[C:18](=[C:19]([CH3:28])[C:20]([O:26][CH3:27])=[C:21]([O:24][CH3:25])[CH:22]=2)[CH:17]=[C:16]([C:29]([OH:31])=[O:30])[CH:15]=1.CI.O. (4) Given the product [Cl:1][C:2]1[C:3]([CH3:21])=[C:4]([NH:8][S:9]([C:12]2[CH:20]=[CH:19][C:15]([CH2:16][OH:17])=[CH:14][CH:13]=2)(=[O:11])=[O:10])[CH:5]=[CH:6][CH:7]=1, predict the reactants needed to synthesize it. The reactants are: [Cl:1][C:2]1[C:3]([CH3:21])=[C:4]([NH:8][S:9]([C:12]2[CH:20]=[CH:19][C:15]([C:16](O)=[O:17])=[CH:14][CH:13]=2)(=[O:11])=[O:10])[CH:5]=[CH:6][CH:7]=1.O.C(O)(=O)C.O. (5) Given the product [F:23][C:2]([F:1])([F:22])[C:3]1[CH:21]=[CH:20][CH:19]=[CH:18][C:4]=1[O:5][C@H:6]1[CH2:10][CH2:9][NH:8][CH2:7]1, predict the reactants needed to synthesize it. The reactants are: [F:1][C:2]([F:23])([F:22])[C:3]1[CH:21]=[CH:20][CH:19]=[CH:18][C:4]=1[O:5][C@H:6]1[CH2:10][CH2:9][N:8](C(OC(C)(C)C)=O)[CH2:7]1.C(O)(C(F)(F)F)=O.